From a dataset of Reaction yield outcomes from USPTO patents with 853,638 reactions. Predict the reaction yield, written as a fraction of the theoretical maximum amount of product (1.0 means a 100% yield; for example, 0.34 means a 34% yield). (1) The reactants are [O:1]=[C:2]1[NH:7][C:6]([C:8]2[CH:13]=[CH:12][C:11]([C:14]([F:17])([F:16])[F:15])=[CH:10][CH:9]=2)=[CH:5][N:4]2[C:18]([CH:21]=[O:22])=[CH:19][CH:20]=[C:3]12.[BH4-].[Na+]. The catalyst is C(O)C.O1CCCC1. The product is [OH:22][CH2:21][C:18]1[N:4]2[CH:5]=[C:6]([C:8]3[CH:13]=[CH:12][C:11]([C:14]([F:16])([F:17])[F:15])=[CH:10][CH:9]=3)[NH:7][C:2](=[O:1])[C:3]2=[CH:20][CH:19]=1. The yield is 0.500. (2) The reactants are Br[C:2]1[CH:7]=[CH:6][C:5]([Br:8])=[CH:4][N:3]=1.[CH2:9]([O:11][C:12]1[C:13]([F:21])=[C:14](B(O)O)[CH:15]=[CH:16][CH:17]=1)[CH3:10]. No catalyst specified. The product is [Br:8][C:5]1[CH:6]=[CH:7][C:2]([C:14]2[CH:15]=[CH:16][CH:17]=[C:12]([O:11][CH2:9][CH3:10])[C:13]=2[F:21])=[N:3][CH:4]=1. The yield is 0.470. (3) The reactants are C[O:2][C:3](=[O:22])[CH:4]([C:11]1[CH:16]=[CH:15][C:14](F)=[C:13]([C:18]([F:21])([F:20])[F:19])[CH:12]=1)[CH2:5][C@H:6]1[CH2:10][CH2:9][CH2:8][O:7]1.[CH3:23][S-:24].[Na+].[OH-].[Li+]. The catalyst is CN(C)C=O. The product is [CH3:23][S:24][C:14]1[CH:15]=[CH:16][C:11]([CH:4]([CH2:5][C@H:6]2[CH2:10][CH2:9][CH2:8][O:7]2)[C:3]([OH:2])=[O:22])=[CH:12][C:13]=1[C:18]([F:21])([F:20])[F:19]. The yield is 0.830. (4) The reactants are [CH:1]12[CH2:10][CH:5]3[CH2:6][CH:7]([CH2:9][CH:3]([CH2:4]3)[CH:2]1[NH:11][C:12]([C@H:14]1[CH2:19][O:18][CH2:17][CH2:16][N:15]1[CH2:20]CN)=[O:13])[CH2:8]2.C(O)=O.C=O.[CH3:28][N:29]([CH:31]=O)[CH3:30]. The catalyst is C1COCC1. The product is [CH:1]12[CH2:10][CH:5]3[CH2:6][CH:7]([CH2:9][CH:3]([CH2:4]3)[CH:2]1[NH:11][C:12]([C@H:14]1[CH2:19][O:18][CH2:17][CH2:16][N:15]1[CH2:20][CH2:31][N:29]([CH3:28])[CH3:30])=[O:13])[CH2:8]2. The yield is 0.490.